From a dataset of Full USPTO retrosynthesis dataset with 1.9M reactions from patents (1976-2016). Predict the reactants needed to synthesize the given product. (1) Given the product [CH2:1]([O:3][C:4]([C:6]1[N:11]=[CH:10][C:9]2[N:23]=[C:24]([C:26]([CH3:29])([CH3:28])[CH3:27])[S:25][C:8]=2[C:7]=1[OH:30])=[O:5])[CH3:2], predict the reactants needed to synthesize it. The reactants are: [CH2:1]([O:3][C:4]([CH:6]1[N:11](CC2C=CC(OC)=CC=2OC)[CH2:10][C:9]2[N:23]=[C:24]([C:26]([CH3:29])([CH3:28])[CH3:27])[S:25][C:8]=2[C:7]1=[O:30])=[O:5])[CH3:2].S(Cl)(Cl)=O. (2) Given the product [C:21]([O:20][C:18]([N:14]1[C:15]2[C:11](=[CH:10][C:9]([O:1][Si:2]([C:5]([CH3:8])([CH3:7])[CH3:6])([CH3:4])[CH3:3])=[CH:17][CH:16]=2)[CH:12]=[CH:13]1)=[O:19])([CH3:24])([CH3:23])[CH3:22], predict the reactants needed to synthesize it. The reactants are: [O:1]([C:9]1[CH:10]=[C:11]2[C:15](=[CH:16][CH:17]=1)[NH:14][CH:13]=[CH:12]2)[Si:2]([C:5]([CH3:8])([CH3:7])[CH3:6])([CH3:4])[CH3:3].[C:18](O[C:18]([O:20][C:21]([CH3:24])([CH3:23])[CH3:22])=[O:19])([O:20][C:21]([CH3:24])([CH3:23])[CH3:22])=[O:19]. (3) Given the product [CH:1]([C:4]1[CH:5]=[N:6][N:7]2[C:12]([NH:13][CH2:20][C:32]3[CH:31]=[CH:30][C:29]([C:24]4[CH:25]=[CH:26][CH:27]=[CH:28][N:23]=4)=[CH:36][CH:35]=3)=[N:11][C:10]([S:21][CH3:22])=[N:9][C:8]=12)([CH3:2])[CH3:3], predict the reactants needed to synthesize it. The reactants are: [CH:1]([C:4]1[CH:5]=[N:6][N:7]2[C:12]([N:13]([CH3:20])C3C=CC=CC=3)=[N:11][C:10]([S:21][CH3:22])=[N:9][C:8]=12)([CH3:3])[CH3:2].[N:23]1[CH:28]=[CH:27][CH:26]=[CH:25][C:24]=1[C:29]1[CH:36]=[CH:35][C:32](CN)=[CH:31][CH:30]=1. (4) Given the product [C:1]1([S:7]([C:8]2[CH:9]=[CH:10][C:11]([CH2:12][NH:13][C:14]([C:16]3[CH:21]=[C:20]([NH2:22])[C:19]([C:23]#[N:24])=[C:18]([O:25][CH2:26][CH3:27])[N:17]=3)=[O:15])=[CH:28][CH:29]=2)=[O:32])[CH:2]=[CH:3][CH:4]=[CH:5][CH:6]=1, predict the reactants needed to synthesize it. The reactants are: [C:1]1([S:7][C:8]2[CH:29]=[CH:28][C:11]([CH2:12][NH:13][C:14]([C:16]3[CH:21]=[C:20]([NH2:22])[C:19]([C:23]#[N:24])=[C:18]([O:25][CH2:26][CH3:27])[N:17]=3)=[O:15])=[CH:10][CH:9]=2)[CH:6]=[CH:5][CH:4]=[CH:3][CH:2]=1.C(O)(=[O:32])C.OO.O. (5) Given the product [CH2:1]([C@@:4]1([CH3:31])[CH2:9][C@H:8]([C:10]2[CH:15]=[CH:14][CH:13]=[C:12]([Cl:16])[CH:11]=2)[C@@H:7]([C:17]2[CH:22]=[CH:21][C:20]([Cl:23])=[CH:19][CH:18]=2)[N:6]([C@@H:24]([CH2:25][CH3:26])[CH2:28][NH:35][CH2:34][C:33]([F:37])([F:36])[F:32])[C:5]1=[O:30])[CH:2]=[CH2:3], predict the reactants needed to synthesize it. The reactants are: [CH2:1]([C@@:4]1([CH3:31])[CH2:9][C@H:8]([C:10]2[CH:15]=[CH:14][CH:13]=[C:12]([Cl:16])[CH:11]=2)[C@@H:7]([C:17]2[CH:22]=[CH:21][C:20]([Cl:23])=[CH:19][CH:18]=2)[N:6]([C@@H:24]([CH2:28]C)[CH2:25][CH:26]=O)[C:5]1=[O:30])[CH:2]=[CH2:3].[F:32][C:33]([F:37])([F:36])[CH2:34][NH2:35].C(O[BH-](OC(=O)C)OC(=O)C)(=O)C.[Na+]. (6) Given the product [OH:29][CH2:28][CH2:27][NH:26][C:4]([C:6]1[N:7]=[N:8][C:9]([O:12][CH2:13][C:14]2[C:15]([C:20]3[CH:21]=[CH:22][N:23]=[CH:24][CH:25]=3)=[N:16][O:17][C:18]=2[CH3:19])=[CH:10][CH:11]=1)=[O:5], predict the reactants needed to synthesize it. The reactants are: C(O[C:4]([C:6]1[N:7]=[N:8][C:9]([O:12][CH2:13][C:14]2[C:15]([C:20]3[CH:25]=[CH:24][N:23]=[CH:22][CH:21]=3)=[N:16][O:17][C:18]=2[CH3:19])=[CH:10][CH:11]=1)=[O:5])C.[NH2:26][CH2:27][CH2:28][OH:29]. (7) Given the product [Cl:1][C:2]1[CH:7]=[C:6]([Cl:8])[CH:5]=[C:4]([CH2:16][N:12]2[CH2:13][CH2:14][CH2:15][CH:11]2[CH3:10])[C:3]=1[OH:9], predict the reactants needed to synthesize it. The reactants are: [Cl:1][C:2]1[CH:7]=[C:6]([Cl:8])[CH:5]=[CH:4][C:3]=1[OH:9].[CH3:10][CH:11]1[CH2:15][CH2:14][CH2:13][NH:12]1.[CH2:16]=O. (8) Given the product [C:1]1([CH2:7][CH2:8][CH2:9][N:10]2[CH:14]=[C:13]([C:15]([OH:17])=[O:16])[CH:12]=[N:11]2)[CH:6]=[CH:5][CH:4]=[CH:3][CH:2]=1, predict the reactants needed to synthesize it. The reactants are: [C:1]1([CH2:7][CH2:8][CH2:9][N:10]2[CH:14]=[C:13]([C:15]([O:17]CC)=[O:16])[CH:12]=[N:11]2)[CH:6]=[CH:5][CH:4]=[CH:3][CH:2]=1.[OH-].[K+].